Dataset: Forward reaction prediction with 1.9M reactions from USPTO patents (1976-2016). Task: Predict the product of the given reaction. Given the reactants [CH:1](=O)[C:2]1[CH:12]=[C:9]([O:10][CH3:11])[C:7]([OH:8])=[C:4]([O:5][CH3:6])[CH:3]=1, predict the reaction product. The product is: [OH:8][C:7]1[C:9]([O:10][CH3:11])=[CH:12][C:2]([CH3:1])=[CH:3][C:4]=1[O:5][CH3:6].